From a dataset of Full USPTO retrosynthesis dataset with 1.9M reactions from patents (1976-2016). Predict the reactants needed to synthesize the given product. Given the product [OH:22][CH2:21][CH2:20][O:1][C:2]1[CH:19]=[CH:18][C:5](/[CH:6]=[C:7]2\[O:8][C:9]3[CH:16]=[CH:15][C:14]([I:17])=[CH:13][C:10]=3[C:11]\2=[O:12])=[CH:4][CH:3]=1, predict the reactants needed to synthesize it. The reactants are: [OH:1][C:2]1[CH:19]=[CH:18][C:5](/[CH:6]=[C:7]2\[O:8][C:9]3[CH:16]=[CH:15][C:14]([I:17])=[CH:13][C:10]=3[C:11]\2=[O:12])=[CH:4][CH:3]=1.[CH2:20](Cl)[CH2:21][OH:22].C(=O)([O-])[O-].[K+].[K+].